Task: Predict which catalyst facilitates the given reaction.. Dataset: Catalyst prediction with 721,799 reactions and 888 catalyst types from USPTO (1) Reactant: C[O:2][C:3]([NH:5][CH2:6][CH2:7][CH2:8][N:9]1[C:13]([C:14]2[CH:19]=[CH:18][CH:17]=[CH:16][N:15]=2)=[CH:12][C:11]([C:20]([OH:22])=O)=[N:10]1)=[O:4].Cl.[CH3:24][NH:25][O:26][CH3:27].P(Cl)(OC1C=CC=CC=1)(O[C:31]1C=CC=CC=1)=O.C(N(C(C)C)CC)(C)C. Product: [CH3:31][N:5]([CH2:6][CH2:7][CH2:8][N:9]1[C:13]([C:14]2[CH:19]=[CH:18][CH:17]=[CH:16][N:15]=2)=[CH:12][C:11]([C:20](=[O:22])[N:25]([O:26][CH3:27])[CH3:24])=[N:10]1)[C:3](=[O:4])[OH:2]. The catalyst class is: 4. (2) Reactant: [F:1][C:2]1([F:17])[CH2:6][CH2:5][CH:4]([C:7]([O:9]CC2C=CC=CC=2)=[O:8])[CH2:3]1. Product: [F:1][C:2]1([F:17])[CH2:6][CH2:5][CH:4]([C:7]([OH:9])=[O:8])[CH2:3]1. The catalyst class is: 99.